This data is from NCI-60 drug combinations with 297,098 pairs across 59 cell lines. The task is: Regression. Given two drug SMILES strings and cell line genomic features, predict the synergy score measuring deviation from expected non-interaction effect. (1) Drug 2: C(CN)CNCCSP(=O)(O)O. Synergy scores: CSS=-1.12, Synergy_ZIP=-0.411, Synergy_Bliss=-2.31, Synergy_Loewe=-2.61, Synergy_HSA=-2.56. Drug 1: C1=CC(=CC=C1CCCC(=O)O)N(CCCl)CCCl. Cell line: OVCAR-4. (2) Cell line: HCC-2998. Drug 2: C1=C(C(=O)NC(=O)N1)F. Synergy scores: CSS=44.5, Synergy_ZIP=3.80, Synergy_Bliss=5.71, Synergy_Loewe=3.60, Synergy_HSA=4.26. Drug 1: C1CCN(CC1)CCOC2=CC=C(C=C2)C(=O)C3=C(SC4=C3C=CC(=C4)O)C5=CC=C(C=C5)O. (3) Drug 1: CC(C1=C(C=CC(=C1Cl)F)Cl)OC2=C(N=CC(=C2)C3=CN(N=C3)C4CCNCC4)N. Drug 2: CC1=C(C(CCC1)(C)C)C=CC(=CC=CC(=CC(=O)O)C)C. Cell line: MOLT-4. Synergy scores: CSS=36.5, Synergy_ZIP=-0.602, Synergy_Bliss=1.47, Synergy_Loewe=-42.0, Synergy_HSA=0.414.